Dataset: Full USPTO retrosynthesis dataset with 1.9M reactions from patents (1976-2016). Task: Predict the reactants needed to synthesize the given product. (1) Given the product [C:37]([O:36][C:34]([N:19]1[CH2:20][CH2:21][N:16]([S:13]([C:8]2[CH:7]=[CH:6][C:5]3[C:10](=[CH:11][CH:12]=[C:3]([Cl:2])[CH:4]=3)[CH:9]=2)(=[O:14])=[O:15])[CH2:17][CH:18]1[C:22]([O:24][CH2:25][CH3:26])=[O:23])=[O:35])([CH3:40])([CH3:39])[CH3:38], predict the reactants needed to synthesize it. The reactants are: Cl.[Cl:2][C:3]1[CH:4]=[C:5]2[C:10](=[CH:11][CH:12]=1)[CH:9]=[C:8]([S:13]([N:16]1[CH2:21][CH2:20][NH:19][CH:18]([C:22]([O:24][CH2:25][CH3:26])=[O:23])[CH2:17]1)(=[O:15])=[O:14])[CH:7]=[CH:6]2.C(N(CC)CC)C.[C:34](O[C:34]([O:36][C:37]([CH3:40])([CH3:39])[CH3:38])=[O:35])([O:36][C:37]([CH3:40])([CH3:39])[CH3:38])=[O:35].C(OCC)(=O)C. (2) Given the product [Br:13][C:3]1[C:2]([C:10]([OH:12])=[O:11])=[N:1][N:5]2[CH:6]=[CH:7][CH:8]=[CH:9][C:4]=12, predict the reactants needed to synthesize it. The reactants are: [N:1]1[N:5]2[CH:6]=[CH:7][CH:8]=[CH:9][C:4]2=[CH:3][C:2]=1[C:10]([OH:12])=[O:11].[Br:13]N1C(=O)CCC1=O. (3) Given the product [Cl:30][C:27]1[CH:26]=[CH:25][C:24]([NH:23][C:21]([CH:4]2[CH2:5][N:6]([C:8](=[O:20])[C:9]3[CH:14]=[CH:13][CH:12]=[C:11]([C:15]4[O:16][CH:17]=[CH:18][CH:19]=4)[CH:10]=3)[CH2:7][CH:2]([NH:1][C:39](=[O:40])[O:41][CH2:42][CH3:43])[CH2:3]2)=[O:22])=[CH:29][CH:28]=1, predict the reactants needed to synthesize it. The reactants are: [NH2:1][CH:2]1[CH2:7][N:6]([C:8](=[O:20])[C:9]2[CH:14]=[CH:13][CH:12]=[C:11]([C:15]3[O:16][CH:17]=[CH:18][CH:19]=3)[CH:10]=2)[CH2:5][CH:4]([C:21]([NH:23][C:24]2[CH:29]=[CH:28][C:27]([Cl:30])=[CH:26][CH:25]=2)=[O:22])[CH2:3]1.C(N(CC)CC)C.Cl[C:39]([O:41][CH2:42][CH3:43])=[O:40]. (4) The reactants are: C(O[C:4]1[C:5](=[O:17])[C:6](=[O:16])[C:7]=1[NH:8][C:9]1[CH:14]=[CH:13][CH:12]=[CH:11][C:10]=1[OH:15])C.[Br:18][C:19]1[CH:25]=[CH:24][C:22]([NH2:23])=[C:21]([CH3:26])[CH:20]=1. Given the product [Br:18][C:19]1[CH:25]=[CH:24][C:22]([NH:23][C:4]2[C:5](=[O:17])[C:6](=[O:16])[C:7]=2[NH:8][C:9]2[CH:14]=[CH:13][CH:12]=[CH:11][C:10]=2[OH:15])=[C:21]([CH3:26])[CH:20]=1, predict the reactants needed to synthesize it. (5) Given the product [CH3:1][N:2]([CH3:11])[C:3]1[S:7][C:6]([C:8]2[CH:9]=[CH:12][N:39]=[C:37]([NH:36][C:31]3[CH:30]=[C:29]([CH3:28])[CH:34]=[C:33]([CH3:35])[CH:32]=3)[N:38]=2)=[N:5][CH:4]=1, predict the reactants needed to synthesize it. The reactants are: [CH3:1][N:2]([CH3:11])[C:3]1[S:7][C:6]([C:8](=O)[CH3:9])=[N:5][CH:4]=1.[CH3:12]NC.BrC1SC(C(=O)C)=NC=1.[N+]([O-])([O-])=O.[CH3:28][C:29]1[CH:30]=[C:31]([NH:36][C:37]([NH2:39])=[NH2+:38])[CH:32]=[C:33]([CH3:35])[CH:34]=1.